From a dataset of Reaction yield outcomes from USPTO patents with 853,638 reactions. Predict the reaction yield, written as a fraction of the theoretical maximum amount of product (1.0 means a 100% yield; for example, 0.34 means a 34% yield). (1) The yield is 0.550. The catalyst is C(Cl)Cl. The reactants are [Zn](CC)[CH2:2]C.C(O)(C(F)(F)F)=O.C(I)I.[C:16]([O:19][C@H:20]1[C@H:25]([O:26][C:27](=[O:29])[CH3:28])[C@@H:24]([O:30][C:31](=[O:33])[CH3:32])[C@H:23]([C:34]2[CH:43]=[C:42]([CH2:44][C:45]3[CH:50]=[CH:49][C:48]([CH:51]=[CH2:52])=[CH:47][CH:46]=3)[C:41]([Cl:53])=[C:40]3[C:35]=2[CH2:36][CH2:37][CH2:38][O:39]3)[O:22][C@@H:21]1[CH2:54][O:55][C:56](=[O:58])[CH3:57])(=[O:18])[CH3:17]. The product is [C:16]([O:19][C@H:20]1[C@H:25]([O:26][C:27](=[O:29])[CH3:28])[C@@H:24]([O:30][C:31](=[O:33])[CH3:32])[C@H:23]([C:34]2[CH:43]=[C:42]([CH2:44][C:45]3[CH:50]=[CH:49][C:48]([CH:51]4[CH2:2][CH2:52]4)=[CH:47][CH:46]=3)[C:41]([Cl:53])=[C:40]3[C:35]=2[CH2:36][CH2:37][CH2:38][O:39]3)[O:22][C@@H:21]1[CH2:54][O:55][C:56](=[O:58])[CH3:57])(=[O:18])[CH3:17]. (2) The reactants are [OH:1][N:2]1C2C=CC=CC=2N=N1.Cl.C(N=C=NCCCN(C)C)C.[CH2:23]([O:27][C:28]1[CH:33]=[CH:32][C:31]([S:34]([NH:37][CH2:38][C@H:39]([N:43]2[CH2:48][CH2:47][N:46]([S:49]([CH3:52])(=[O:51])=[O:50])[CH2:45][CH2:44]2)[C:40]([OH:42])=O)(=[O:36])=[O:35])=[CH:30][CH:29]=1)[C:24]#[C:25][CH3:26].C(O)(=O)CC(CC(O)=O)(C(O)=O)O.C(=O)([O-])O.[Na+]. The catalyst is CN(C)C=O.O. The product is [CH2:23]([O:27][C:28]1[CH:33]=[CH:32][C:31]([S:34]([NH:37][CH2:38][C@H:39]([N:43]2[CH2:48][CH2:47][N:46]([S:49]([CH3:52])(=[O:51])=[O:50])[CH2:45][CH2:44]2)[C:40]([NH:2][OH:1])=[O:42])(=[O:35])=[O:36])=[CH:30][CH:29]=1)[C:24]#[C:25][CH3:26]. The yield is 0.230. (3) The yield is 0.940. The catalyst is ClCCl. The product is [CH2:15]([N:12]1[CH2:13][CH2:14][CH:9]([NH:7][CH3:6])[CH2:10][CH2:11]1)[CH3:16]. The reactants are C(O[C:6](=O)[N:7]([CH:9]1[CH2:14][CH2:13][N:12]([CH2:15][CH3:16])[CH2:11][CH2:10]1)C)(C)(C)C.C(O)(C(F)(F)F)=O. (4) The yield is 0.810. The catalyst is CO.C(Cl)Cl. The product is [CH2:35]([O:37][C:38]([CH:40]1[CH:41]([C:6](=[O:22])[NH:7][CH:8]([C:13](=[O:21])[NH:14][CH2:15][CH2:16][CH:17]([CH3:20])[CH2:18][OH:19])[CH2:9][CH:10]([CH3:11])[CH3:12])[O:42]1)=[O:39])[CH3:36]. The reactants are C(O[C:6](=[O:22])[NH:7][CH:8]([C:13](=[O:21])[NH:14][CH2:15][CH2:16][CH:17]([CH3:20])[CH2:18][OH:19])[CH2:9][CH:10]([CH3:12])[CH3:11])(C)(C)C.O.C1(C)C=CC(S(O)(=O)=O)=CC=1.[CH2:35]([O:37][C:38]([C@H:40]1[O:42][C@@H:41]1C(O)=O)=[O:39])[CH3:36].F[P-](F)(F)(F)(F)F.N1(OC(N(C)C)=[N+](C)C)C2N=CC=CC=2N=N1.C(N(C(C)C)CC)(C)C. (5) The reactants are N(C(OCC)=O)=NC(OCC)=O.[Cl:13][C:14]1[C:23]2[C:18](=[CH:19][C:20]([OH:26])=[C:21]([O:24][CH3:25])[CH:22]=2)[N:17]=[CH:16][N:15]=1.C1(P(C2C=CC=CC=2)C2C=CC=CC=2)C=CC=CC=1.[C:46]([N:49]1[CH2:54][CH2:53][N:52]([CH2:55][CH2:56][CH2:57]O)[CH2:51][CH2:50]1)(=[O:48])[CH3:47]. No catalyst specified. The product is [C:46]([N:49]1[CH2:54][CH2:53][N:52]([CH2:55][CH2:56][CH2:57][O:26][C:20]2[CH:19]=[C:18]3[C:23]([C:14]([Cl:13])=[N:15][CH:16]=[N:17]3)=[CH:22][C:21]=2[O:24][CH3:25])[CH2:51][CH2:50]1)(=[O:48])[CH3:47]. The yield is 0.660. (6) The reactants are [Cl:1][C:2]1[CH:7]=[CH:6][C:5]([CH:8]([OH:43])[C:9]2[C:17]3[C:16](=[O:18])[N:15]([CH2:19][CH2:20][CH2:21][O:22]C4CCCCO4)[C:14](=[O:29])[N:13]([CH3:30])[C:12]=3[S:11][C:10]=2[O:31][C:32]2[CH:37]=[CH:36][CH:35]=[C:34]([O:38][C:39]([F:42])([F:41])[F:40])[CH:33]=2)=[CH:4][CH:3]=1. The catalyst is Cl.CO. The product is [Cl:1][C:2]1[CH:7]=[CH:6][C:5]([CH:8]([OH:43])[C:9]2[C:17]3[C:16](=[O:18])[N:15]([CH2:19][CH2:20][CH2:21][OH:22])[C:14](=[O:29])[N:13]([CH3:30])[C:12]=3[S:11][C:10]=2[O:31][C:32]2[CH:37]=[CH:36][CH:35]=[C:34]([O:38][C:39]([F:41])([F:42])[F:40])[CH:33]=2)=[CH:4][CH:3]=1. The yield is 0.230.